The task is: Predict the reactants needed to synthesize the given product.. This data is from Full USPTO retrosynthesis dataset with 1.9M reactions from patents (1976-2016). (1) Given the product [C:1]([C:5]1[NH:6][C:7]2[C:12]([CH:13]=1)=[CH:11][CH:10]=[C:9]([N+:14]([O-:16])=[O:15])[CH:8]=2)([CH3:4])([CH3:2])[CH3:3], predict the reactants needed to synthesize it. The reactants are: [C:1]([CH:5]1[CH2:13][C:12]2[C:7](=[CH:8][C:9]([N+:14]([O-:16])=[O:15])=[CH:10][CH:11]=2)[NH:6]1)([CH3:4])([CH3:3])[CH3:2].C(C1C(=O)C(Cl)=C(Cl)C(=O)C=1C#N)#N. (2) Given the product [OH:10][CH2:9][C@H:6]1[CH2:7][N:8]([C:18]([O:17][C:14]([CH3:16])([CH3:15])[CH3:13])=[O:19])[C@H:3]([CH3:2])[CH2:4][CH2:5]1, predict the reactants needed to synthesize it. The reactants are: Cl.[CH3:2][C@H:3]1[NH:8][CH2:7][C@H:6]([CH2:9][OH:10])[CH2:5][CH2:4]1.[OH-].[Na+].[CH3:13][C:14]([O:17][C:18](O[C:18]([O:17][C:14]([CH3:16])([CH3:15])[CH3:13])=[O:19])=[O:19])([CH3:16])[CH3:15].